Dataset: Catalyst prediction with 721,799 reactions and 888 catalyst types from USPTO. Task: Predict which catalyst facilitates the given reaction. Reactant: Cl.Cl.C(O[C:6]([C:8]1[CH:9]=[C:10]2[C:14](=[CH:15][CH:16]=1)[NH:13][N:12]=[C:11]2[C:17]1[CH:26]=[CH:25][C:24]2[C:19](=[CH:20][CH:21]=[C:22]([F:27])[CH:23]=2)[CH:18]=1)=[NH:7])C.[N:28]1([CH2:33][C:34]([NH:36][NH2:37])=O)[CH2:32][CH2:31][CH2:30][CH2:29]1.C(N(CC)CC)C. Product: [F:27][C:22]1[CH:23]=[C:24]2[C:19](=[CH:20][CH:21]=1)[CH:18]=[C:17]([C:11]1[C:10]3[C:14](=[CH:15][CH:16]=[C:8]([C:6]4[NH:37][N:36]=[C:34]([CH2:33][N:28]5[CH2:32][CH2:31][CH2:30][CH2:29]5)[N:7]=4)[CH:9]=3)[NH:13][N:12]=1)[CH:26]=[CH:25]2. The catalyst class is: 5.